From a dataset of Forward reaction prediction with 1.9M reactions from USPTO patents (1976-2016). Predict the product of the given reaction. (1) Given the reactants [Br:1][C:2]1[CH:7]=[CH:6][C:5]([CH2:8][CH2:9]O)=[CH:4][CH:3]=1.C1(P(C2C=CC=CC=2)C2C=CC=CC=2)C=CC=CC=1.[I:30]I, predict the reaction product. The product is: [Br:1][C:2]1[CH:7]=[CH:6][C:5]([CH2:8][CH2:9][I:30])=[CH:4][CH:3]=1. (2) Given the reactants [Br:1][C:2]1[CH:3]=[C:4]([N+:11]([O-])=O)[C:5]2[O:9][CH:8]=[CH:7][C:6]=2[CH:10]=1.[Cl-].[NH4+], predict the reaction product. The product is: [Br:1][C:2]1[CH:3]=[C:4]([NH2:11])[C:5]2[O:9][CH:8]=[CH:7][C:6]=2[CH:10]=1. (3) Given the reactants Cl[C:2]1[CH:11]=[CH:10][N:9]=[C:8]2[C:3]=1[CH:4]=[CH:5][C:6]([CH2:12][CH2:13][CH3:14])=[N:7]2.[NH2:15][C:16]1[CH:21]=[C:20]([O:22][CH2:23][C:24]2[CH:29]=[CH:28][CH:27]=[CH:26][C:25]=2[Br:30])[CH:19]=[CH:18][C:17]=1[S:31][C:32]1[CH:37]=[CH:36][C:35]([NH:38][C:39](=[O:41])[CH3:40])=[CH:34][CH:33]=1, predict the reaction product. The product is: [Br:30][C:25]1[CH:26]=[CH:27][CH:28]=[CH:29][C:24]=1[CH2:23][O:22][C:20]1[CH:19]=[CH:18][C:17]([S:31][C:32]2[CH:33]=[CH:34][C:35]([NH:38][C:39](=[O:41])[CH3:40])=[CH:36][CH:37]=2)=[C:16]([NH:15][C:2]2[C:3]3[C:8](=[N:7][C:6]([CH2:12][CH2:13][CH3:14])=[CH:5][CH:4]=3)[N:9]=[CH:10][CH:11]=2)[CH:21]=1. (4) The product is: [CH3:18][CH:17]([CH3:19])[C@@H:16]([NH:15][CH2:13][C:11]1[CH:10]=[CH:9][CH:8]=[C:7]([C:1]2[CH:2]=[CH:3][CH:4]=[CH:5][CH:6]=2)[N:12]=1)[CH2:20][OH:21]. Given the reactants [C:1]1([C:7]2[N:12]=[C:11]([CH:13]=O)[CH:10]=[CH:9][CH:8]=2)[CH:6]=[CH:5][CH:4]=[CH:3][CH:2]=1.[NH2:15][C@@H:16]([CH2:20][OH:21])[CH:17]([CH3:19])[CH3:18].C(O)(=O)C.C([BH3-])#N, predict the reaction product. (5) Given the reactants CS([C:4]1[S:5][C:6]2[CH:12]=[C:11]([CH2:13][N:14]3[C:18]4=[N:19][CH:20]=[C:21]([C:23]([F:26])([F:25])[F:24])[CH:22]=[C:17]4[N:16]=[CH:15]3)[CH:10]=[CH:9][C:7]=2[N:8]=1)=O.[NH2:27][C@@H:28]1[CH2:33][CH2:32][CH2:31][CH2:30][C@H:29]1[OH:34].CCN(C(C)C)C(C)C, predict the reaction product. The product is: [F:25][C:23]([F:24])([F:26])[C:21]1[CH:22]=[C:17]2[N:16]=[CH:15][N:14]([CH2:13][C:11]3[CH:10]=[CH:9][C:7]4[N:8]=[C:4]([NH:27][C@@H:28]5[CH2:33][CH2:32][CH2:31][CH2:30][C@H:29]5[OH:34])[S:5][C:6]=4[CH:12]=3)[C:18]2=[N:19][CH:20]=1. (6) Given the reactants Cl.O1CCOCC1.[CH3:8][C:9]1[CH:14]=[CH:13][N:12]=[CH:11][C:10]=1[N:15]1[CH2:19][CH2:18][N:17]([C:20]2[CH:21]=[N:22][N:23](C(C3C=CC=CC=3)(C3C=CC=CC=3)C3C=CC=CC=3)[CH:24]=2)[C:16]1=[O:44].CO, predict the reaction product. The product is: [CH3:8][C:9]1[CH:14]=[CH:13][N:12]=[CH:11][C:10]=1[N:15]1[CH2:19][CH2:18][N:17]([C:20]2[CH:24]=[N:23][NH:22][CH:21]=2)[C:16]1=[O:44]. (7) Given the reactants [Cl:1][C:2]1[CH:3]=[C:4]2[C:8](=[CH:9][CH:10]=1)[NH:7][C:6](=[O:11])[CH2:5]2.[C:12]1([S:18]([C:21]2[C:22]([CH2:29][CH2:30][C:31]([OH:33])=[O:32])=[C:23]([CH:27]=O)[NH:24][C:25]=2[CH3:26])(=[O:20])=[O:19])[CH:17]=[CH:16][CH:15]=[CH:14][CH:13]=1.CC(O/N=C(/C(NCC=O)=O)\C1N=C(N)SC=1)(C(O)=O)C.N1CCCCC1, predict the reaction product. The product is: [C:12]1([S:18]([C:21]2[C:22]([CH2:29][CH2:30][C:31]([OH:33])=[O:32])=[C:23](/[CH:27]=[C:5]3\[C:6](=[O:11])[NH:7][C:8]4[C:4]\3=[CH:3][C:2]([Cl:1])=[CH:10][CH:9]=4)[NH:24][C:25]=2[CH3:26])(=[O:19])=[O:20])[CH:13]=[CH:14][CH:15]=[CH:16][CH:17]=1. (8) Given the reactants [CH:1]1([N:4]2[C:8](=[O:9])[CH2:7][CH:6]([C:10]([OH:12])=O)[CH2:5]2)[CH2:3][CH2:2]1.[Cl:13][C:14]1[CH:21]=[C:20]([F:22])[CH:19]=[CH:18][C:15]=1[CH2:16][NH2:17].ON1C2C=CC=CC=2N=N1.C(N1CCOCC1)C.Cl.CN(C)CCCN=C=NCC, predict the reaction product. The product is: [Cl:13][C:14]1[CH:21]=[C:20]([F:22])[CH:19]=[CH:18][C:15]=1[CH2:16][NH:17][C:10]([CH:6]1[CH2:7][C:8](=[O:9])[N:4]([CH:1]2[CH2:2][CH2:3]2)[CH2:5]1)=[O:12].